From a dataset of Full USPTO retrosynthesis dataset with 1.9M reactions from patents (1976-2016). Predict the reactants needed to synthesize the given product. (1) The reactants are: [CH3:1][O:2][C:3]1[CH:4]=[C:5](/[CH:9]=[CH:10]/[C:11]([OH:13])=O)[CH:6]=[CH:7][CH:8]=1.C(N(CC)CC)C.C1C=CC(P([N:35]=[N+:36]=[N-:37])(C2C=CC=CC=2)=O)=CC=1. Given the product [CH3:1][O:2][C:3]1[CH:4]=[C:5](/[CH:9]=[CH:10]/[C:11]([N:35]=[N+:36]=[N-:37])=[O:13])[CH:6]=[CH:7][CH:8]=1, predict the reactants needed to synthesize it. (2) The reactants are: C[O:2][C:3](=O)[C:4]1[CH:9]=[CH:8][CH:7]=[C:6]([NH:10][C:11]2[N:16]=[C:15]([O:17][C:18]3[CH:23]=[CH:22][C:21]([C:24]([CH3:27])([CH3:26])[CH3:25])=[CH:20][CH:19]=3)[N:14]=[C:13]([O:28][C:29]3[CH:34]=[CH:33][CH:32]=[CH:31][CH:30]=3)[N:12]=2)[CH:5]=1.CC(C[AlH]CC(C)C)C.C(Cl)Cl.CCCCCC.CCCCCC. Given the product [C:24]([C:21]1[CH:22]=[CH:23][C:18]([O:17][C:15]2[N:14]=[C:13]([O:28][C:29]3[CH:34]=[CH:33][CH:32]=[CH:31][CH:30]=3)[N:12]=[C:11]([NH:10][C:6]3[CH:5]=[C:4]([CH2:3][OH:2])[CH:9]=[CH:8][CH:7]=3)[N:16]=2)=[CH:19][CH:20]=1)([CH3:27])([CH3:25])[CH3:26], predict the reactants needed to synthesize it. (3) Given the product [CH3:1][C:2]1[NH:6][C:5](=[O:7])[N:4]([C:8]2[CH:13]=[CH:12][C:11]([S:14][C:15]3[CH:20]=[CH:19][CH:18]=[C:17]([C:21]4([C:27]5[O:28][C:31]([CH3:32])=[CH:30][N:29]=5)[CH2:22][CH2:23][O:24][CH2:25][CH2:26]4)[CH:16]=3)=[CH:10][CH:9]=2)[N:3]=1, predict the reactants needed to synthesize it. The reactants are: [CH3:1][C:2]1[NH:6][C:5](=[O:7])[N:4]([C:8]2[CH:13]=[CH:12][C:11]([S:14][C:15]3[CH:16]=[C:17]([C:21]4([C:27]([NH:29][CH2:30][C:31]#[CH:32])=[O:28])[CH2:26][CH2:25][O:24][CH2:23][CH2:22]4)[CH:18]=[CH:19][CH:20]=3)=[CH:10][CH:9]=2)[N:3]=1. (4) Given the product [CH:26]1([CH2:25][N:3]2[C:2]([N:29]3[CH2:34][CH2:33][N:32]([S:42]([CH3:45])(=[O:44])=[O:43])[CH2:31][CH2:30]3)=[N:10][C:9]3[C:4]2=[N:5][C:6]([C:17]2[C:18]([CH3:24])=[N:19][C:20]([NH2:23])=[N:21][CH:22]=2)=[N:7][C:8]=3[N:11]2[CH2:16][CH2:15][O:14][CH2:13][CH2:12]2)[CH2:28][CH2:27]1, predict the reactants needed to synthesize it. The reactants are: Cl[C:2]1[N:3]([CH2:25][CH:26]2[CH2:28][CH2:27]2)[C:4]2[C:9]([N:10]=1)=[C:8]([N:11]1[CH2:16][CH2:15][O:14][CH2:13][CH2:12]1)[N:7]=[C:6]([C:17]1[C:18]([CH3:24])=[N:19][C:20]([NH2:23])=[N:21][CH:22]=1)[N:5]=2.[NH:29]1[CH2:34][CH2:33][NH:32][CH2:31][CH2:30]1.C(N(CC)CC)C.[S:42](Cl)([CH3:45])(=[O:44])=[O:43]. (5) Given the product [F:36][C:2]1([F:1])[CH2:5][CH:4]([C:6]2[O:10][N:9]=[C:8]([C:11]3[CH:12]=[CH:13][C:14]([CH3:35])=[C:15]([NH:17][C:18]([C:20]4[N:24]5[CH:25]=[C:26]([C:29]6[N:33]=[C:32]([CH3:34])[N:31]([CH2:38][CH2:39][O:40][CH3:41])[N:30]=6)[CH:27]=[CH:28][C:23]5=[N:22][CH:21]=4)=[O:19])[CH:16]=3)[N:7]=2)[CH2:3]1, predict the reactants needed to synthesize it. The reactants are: [F:1][C:2]1([F:36])[CH2:5][CH:4]([C:6]2[O:10][N:9]=[C:8]([C:11]3[CH:12]=[CH:13][C:14]([CH3:35])=[C:15]([NH:17][C:18]([C:20]4[N:24]5[CH:25]=[C:26]([C:29]6[N:33]=[C:32]([CH3:34])[NH:31][N:30]=6)[CH:27]=[CH:28][C:23]5=[N:22][CH:21]=4)=[O:19])[CH:16]=3)[N:7]=2)[CH2:3]1.Br[CH2:38][CH2:39][O:40][CH3:41].C([O-])([O-])=O.[K+].[K+].